The task is: Predict the reaction yield, written as a fraction of the theoretical maximum amount of product (1.0 means a 100% yield; for example, 0.34 means a 34% yield).. This data is from Reaction yield outcomes from USPTO patents with 853,638 reactions. (1) The reactants are [Br:1][C:2]1[C:3]([CH3:12])=[C:4]([CH:7]=[C:8]([CH3:11])[C:9]=1[CH3:10])C=O.O.C1(C)C=CC(S(O)(=O)=[O:21])=CC=1.OO.S([O-])([O-])=O.[Na+].[Na+]. The catalyst is C1COCC1.CO. The product is [Br:1][C:2]1[C:3]([CH3:12])=[C:4]([OH:21])[CH:7]=[C:8]([CH3:11])[C:9]=1[CH3:10]. The yield is 0.300. (2) The reactants are [CH:1]([C:3]1[C:8]2[O:9][C:10](=[O:23])[C:11]3[CH2:12][N:13]([C:17]([O:19][CH2:20][CH:21]=[CH2:22])=[O:18])[CH2:14][CH2:15][C:16]=3[C:7]=2[CH:6]=[CH:5][C:4]=1[OH:24])=O.[CH2:25]([SH:29])[CH2:26][CH2:27][SH:28]. The catalyst is C(Cl)Cl. The product is [S:28]1[CH2:27][CH2:26][CH2:25][S:29][CH:1]1[C:3]1[C:8]2[O:9][C:10](=[O:23])[C:11]3[CH2:12][N:13]([C:17]([O:19][CH2:20][CH:21]=[CH2:22])=[O:18])[CH2:14][CH2:15][C:16]=3[C:7]=2[CH:6]=[CH:5][C:4]=1[OH:24]. The yield is 0.790. (3) The reactants are Cl[C:2]1[N:12]=[CH:11][CH:10]=[CH:9][C:3]=1[C:4]([O:6][CH2:7][CH3:8])=[O:5].[CH2:13]([CH:15]([CH2:18][CH3:19])[CH2:16][NH2:17])[CH3:14]. No catalyst specified. The product is [CH2:13]([CH:15]([CH2:18][CH3:19])[CH2:16][NH:17][C:2]1[N:12]=[CH:11][CH:10]=[CH:9][C:3]=1[C:4]([O:6][CH2:7][CH3:8])=[O:5])[CH3:14]. The yield is 0.760. (4) The reactants are [F:1][C:2]1[CH:10]=[C:6]([C:7]([OH:9])=[O:8])[C:5]([OH:11])=[CH:4][CH:3]=1.[CH2:12](O)[CH3:13]. The catalyst is S(=O)(=O)(O)O. The product is [CH2:12]([O:8][C:7](=[O:9])[C:6]1[CH:10]=[C:2]([F:1])[CH:3]=[CH:4][C:5]=1[OH:11])[CH3:13]. The yield is 1.00. (5) The reactants are [Cl:1][C:2]1[CH:7]=[CH:6][C:5]([CH:8]2[C:16]3[O:15][C:14](=O)[NH:13][C:12](=[O:18])[C:11]=3[CH2:10][CH2:9]2)=[CH:4][CH:3]=1.[OH-].[NH4+:20]. No catalyst specified. The product is [Cl:1][C:2]1[CH:7]=[CH:6][C:5]([CH:8]2[C:16]3[NH:20][C:14](=[O:15])[NH:13][C:12](=[O:18])[C:11]=3[CH2:10][CH2:9]2)=[CH:4][CH:3]=1. The yield is 0.910. (6) The reactants are [CH:1]1([C:4]2[CH:9]=[CH:8][C:7]([C@@H:10]([NH:13][S@](C(C)(C)C)=O)[CH2:11][CH3:12])=[CH:6][CH:5]=2)[CH2:3][CH2:2]1.CCOC(C)=O. The catalyst is Cl.CCOC(C)=O. The product is [CH:1]1([C:4]2[CH:5]=[CH:6][C:7]([C@@H:10]([NH2:13])[CH2:11][CH3:12])=[CH:8][CH:9]=2)[CH2:3][CH2:2]1. The yield is 0.971. (7) The reactants are Cl[C:2]1[N:3]=[C:4]([NH:19][C@H:20]2[CH2:23][C@H:22]([NH:24][C:25](=[O:31])[O:26][C:27]([CH3:30])([CH3:29])[CH3:28])[CH2:21]2)[C:5]2[CH:10]=[CH:9][N:8]([CH2:11][O:12][CH2:13][CH2:14][Si:15]([CH3:18])([CH3:17])[CH3:16])[C:6]=2[N:7]=1.C([O-])([O-])=O.[Cs+].[Cs+].CC1(C)C2C(=C(P(C3C=CC=CC=3)C3C=CC=CC=3)C=CC=2)OC2C(P(C3C=CC=CC=3)C3C=CC=CC=3)=CC=CC1=2.[CH3:80][N:81]1[CH:85]=[C:84]([NH2:86])[CH:83]=[N:82]1. The catalyst is C1C=CC(/C=C/C(/C=C/C2C=CC=CC=2)=O)=CC=1.C1C=CC(/C=C/C(/C=C/C2C=CC=CC=2)=O)=CC=1.C1C=CC(/C=C/C(/C=C/C2C=CC=CC=2)=O)=CC=1.[Pd].[Pd].O1CCOCC1. The product is [CH3:80][N:81]1[CH:85]=[C:84]([NH:86][C:2]2[N:3]=[C:4]([NH:19][C@H:20]3[CH2:23][C@H:22]([NH:24][C:25](=[O:31])[O:26][C:27]([CH3:28])([CH3:29])[CH3:30])[CH2:21]3)[C:5]3[CH:10]=[CH:9][N:8]([CH2:11][O:12][CH2:13][CH2:14][Si:15]([CH3:18])([CH3:16])[CH3:17])[C:6]=3[N:7]=2)[CH:83]=[N:82]1. The yield is 0.390.